From a dataset of Choline transporter screen with 302,306 compounds. Binary Classification. Given a drug SMILES string, predict its activity (active/inactive) in a high-throughput screening assay against a specified biological target. (1) The compound is s1c(nnc1NC(=O)CC(=O)Nc1c(cccc1)C(O)=O)CCCC. The result is 0 (inactive). (2) The molecule is O=C(NCCc1ccccc1)C1C(CC=CC1)C(O)=O. The result is 0 (inactive). (3) The molecule is O=C1N(C(=O)NC1(Cc1ccccc1)Cc1ccccc1)Cc1c(onc1C)C. The result is 0 (inactive). (4) The molecule is S(c1n(\c([nH]n1)=C1\c2c(N=C1)cccc2)CC)CC(=O)NCc1cc2OCOc2cc1. The result is 0 (inactive).